Dataset: Catalyst prediction with 721,799 reactions and 888 catalyst types from USPTO. Task: Predict which catalyst facilitates the given reaction. (1) Reactant: CO.C(N[C:12]1[CH:20]=[C:19](/[CH:21]=[CH:22]/[C:23]2[CH:28]=[CH:27][CH:26]=[CH:25][C:24]=2[OH:29])[CH:18]=[CH:17][C:13]=1C(O)=O)(=O)C1C=CC=CC=1.[C:30]([O:33]CC)(=[O:32])C. Product: [OH:29][C:24]1[CH:25]=[CH:26][CH:27]=[CH:28][C:23]=1[C:22]1[C:13]([CH2:12][CH3:20])=[C:17]([CH:18]=[CH:19][CH:21]=1)[C:30]([OH:33])=[O:32]. The catalyst class is: 719. (2) Reactant: C1(C)C(S(O)(=O)=O)=CC=CC=1.[F:12][C:13]1[CH:14]=[CH:15][C:16]([C@H:19]([NH2:21])[CH3:20])=[N:17][CH:18]=1.C(N(CC)CC)C.[C:29](O[C:29]([O:31][C:32]([CH3:35])([CH3:34])[CH3:33])=[O:30])([O:31][C:32]([CH3:35])([CH3:34])[CH3:33])=[O:30].C(=O)(O)[O-].[Na+]. Product: [F:12][C:13]1[CH:14]=[CH:15][C:16]([C@H:19]([NH:21][C:29](=[O:30])[O:31][C:32]([CH3:35])([CH3:34])[CH3:33])[CH3:20])=[N:17][CH:18]=1. The catalyst class is: 4. (3) Reactant: [CH3:1][N:2]1[CH2:7][CH2:6][C:5](=O)[CH2:4][CH2:3]1.O1CCCC1.[CH3:14][NH2:15]. Product: [CH3:1][N:2]1[CH2:7][CH2:6][CH:5]([NH:15][CH3:14])[CH2:4][CH2:3]1. The catalyst class is: 19. (4) Reactant: Br[C:2]1[C:10]2[C:5](=[CH:6][N:7]=[C:8]([CH3:11])[CH:9]=2)[NH:4][N:3]=1.C([Sn](CCCC)(CCCC)[C:17]([O:19]CC)=[CH2:18])CCC. Product: [CH3:11][C:8]1[CH:9]=[C:10]2[C:2]([C:17](=[O:19])[CH3:18])=[N:3][NH:4][C:5]2=[CH:6][N:7]=1. The catalyst class is: 233.